From a dataset of Reaction yield outcomes from USPTO patents with 853,638 reactions. Predict the reaction yield, written as a fraction of the theoretical maximum amount of product (1.0 means a 100% yield; for example, 0.34 means a 34% yield). (1) The reactants are [I:1][C:2]1[CH:3]=[N:4][NH:5][CH:6]=1.[H-].[Na+].Br[CH2:10][CH2:11][OH:12]. The catalyst is CN(C=O)C. The product is [I:1][C:2]1[CH:3]=[N:4][N:5]([CH2:10][CH2:11][OH:12])[CH:6]=1. The yield is 0.640. (2) The reactants are [F:1][C:2]1[CH:3]=[C:4]([CH:7]=[C:8]([OH:11])[C:9]=1[OH:10])[CH:5]=[O:6].[C:12]([O-])([O-])=O.[Cs+].[Cs+].O. The catalyst is CN(C=O)C. The product is [F:1][C:2]1[C:9]2[O:10][CH2:12][O:11][C:8]=2[CH:7]=[C:4]([CH:5]=[O:6])[CH:3]=1. The yield is 0.490. (3) The reactants are [OH:1][C:2]1[N:3]=[C:4]([C:9]2[CH:10]=[C:11]([CH:16]=[CH:17][CH:18]=2)[C:12]([O:14]C)=[O:13])[NH:5][C:6](=[O:8])[CH:7]=1.[OH:19][C:20]1[N:21]=[C:22](C2C=C(C=CC=2)C(O)=O)NC(=O)C=1.S(=O)(=O)(O)O.[C:41](=[O:44])(O)[O-:42].[Na+].Cl. The catalyst is O.CO. The product is [C:41]([CH2:22][NH:21][C:20]([C:7]1[C:6](=[O:8])[NH:5][C:4]([C:9]2[CH:10]=[C:11]([CH:16]=[CH:17][CH:18]=2)[C:12]([OH:14])=[O:13])=[N:3][C:2]=1[OH:1])=[O:19])([OH:42])=[O:44]. The yield is 0.110. (4) The reactants are [C:1]([C:3](=[CH:17][NH:18][C:19]1[CH:24]=[CH:23][C:22]([O:25][CH2:26][CH3:27])=[C:21]([I:28])[CH:20]=1)[C:4]([NH:6][C:7]1[CH:12]=[C:11]([O:13][CH3:14])[C:10]([Cl:15])=[CH:9][C:8]=1[Cl:16])=O)#[N:2].P(Cl)(Cl)(Cl)=O. The catalyst is C1(C)C=CC=CC=1. The product is [Cl:16][C:8]1[CH:9]=[C:10]([Cl:15])[C:11]([O:13][CH3:14])=[CH:12][C:7]=1[NH:6][C:4]1[C:24]2[C:19](=[CH:20][C:21]([I:28])=[C:22]([O:25][CH2:26][CH3:27])[CH:23]=2)[N:18]=[CH:17][C:3]=1[C:1]#[N:2]. The yield is 0.760. (5) The reactants are [Cl:1][C:2]1[N:7]=[C:6](Cl)[CH:5]=[C:4]([CH2:9][CH3:10])[N:3]=1.[NH2:11][C:12]1[CH:16]=[C:15]([CH3:17])[NH:14][N:13]=1.C(=O)([O-])[O-].[Na+].[Na+]. The catalyst is C(O)C. The product is [Cl:1][C:2]1[N:7]=[C:6]([NH:11][C:12]2[CH:16]=[C:15]([CH3:17])[NH:14][N:13]=2)[CH:5]=[C:4]([CH2:9][CH3:10])[N:3]=1. The yield is 0.120. (6) The reactants are [CH3:1][O:2][C:3]1[C:4]([CH3:31])=[C:5]([C:22]([O:29][CH3:30])=[C:23]([O:27][CH3:28])[C:24]=1[O:25][CH3:26])[CH2:6][C:7]1[CH:8]=[CH:9][C:10]([C:16]2[CH:21]=[CH:20][N:19]=[CH:18][CH:17]=2)=[C:11]([CH:15]=1)[C:12](O)=[O:13].[CH2:32]([CH:34]([NH2:37])[CH2:35][CH3:36])[CH3:33].CCN=C=NCCCN(C)C.Cl. The catalyst is C(Cl)Cl.CN(C)C1C=CN=CC=1. The product is [CH3:1][O:2][C:3]1[C:4]([CH3:31])=[C:5]([C:22]([O:29][CH3:30])=[C:23]([O:27][CH3:28])[C:24]=1[O:25][CH3:26])[CH2:6][C:7]1[CH:8]=[CH:9][C:10]([C:16]2[CH:17]=[CH:18][N:19]=[CH:20][CH:21]=2)=[C:11]([CH:15]=1)[C:12]([NH:37][CH:34]([CH2:35][CH3:36])[CH2:32][CH3:33])=[O:13]. The yield is 0.540. (7) The catalyst is CO. The reactants are NCC1C=CC(CN2CCCCC2)=NC=1.[C:16]([O:20][C:21]([NH:23][CH2:24][C:25]1[CH:26]=[N:27][C:28]([CH2:31][N:32]2CCCCC2)=[CH:29][CH:30]=1)=[O:22])([CH3:19])([CH3:18])[CH3:17].Cl. The product is [C:16]([O:20][C:21]([NH:23][CH2:24][C:25]1[CH:26]=[N:27][C:28]([C:31]#[N:32])=[CH:29][CH:30]=1)=[O:22])([CH3:19])([CH3:17])[CH3:18]. The yield is 0.950. (8) The reactants are Br[C:2]1[CH:12]=[CH:11][C:5]([C:6]([O:8][CH2:9][CH3:10])=[O:7])=[CH:4][CH:3]=1.[CH:13]1([C:16]#[CH:17])[CH2:15][CH2:14]1.C(N(CC)CC)C. The catalyst is C1COCC1.[Cu](I)I. The product is [CH:13]1([C:16]#[C:17][C:2]2[CH:12]=[CH:11][C:5]([C:6]([O:8][CH2:9][CH3:10])=[O:7])=[CH:4][CH:3]=2)[CH2:15][CH2:14]1. The yield is 0.640. (9) The reactants are Cl[CH2:2][CH2:3][N:4]1[CH2:9][CH2:8][O:7][CH2:6][CH2:5]1.[Br:10][C:11]1[CH:16]=[CH:15][C:14]([OH:17])=[CH:13][CH:12]=1.C([O-])([O-])=O.[K+].[K+]. The catalyst is C(#N)C. The product is [Br:10][C:11]1[CH:16]=[CH:15][C:14]([O:17][CH2:2][CH2:3][N:4]2[CH2:9][CH2:8][O:7][CH2:6][CH2:5]2)=[CH:13][CH:12]=1. The yield is 1.00.